This data is from Forward reaction prediction with 1.9M reactions from USPTO patents (1976-2016). The task is: Predict the product of the given reaction. Given the reactants [Br:1][C:2]1[CH:7]=[C:6]([Cl:8])[CH:5]=[C:4]([CH2:9][CH3:10])[C:3]=1[CH2:11][C:12](Br)(Cl)Cl.C[O-:17].[Na+].S(=O)(=O)(O)O.[C:24]([O-])(O)=[O:25].[Na+], predict the reaction product. The product is: [Br:1][C:2]1[CH:7]=[C:6]([Cl:8])[CH:5]=[C:4]([CH2:9][CH3:10])[C:3]=1[CH2:11][C:12]([O:25][CH3:24])=[O:17].